From a dataset of NCI-60 drug combinations with 297,098 pairs across 59 cell lines. Regression. Given two drug SMILES strings and cell line genomic features, predict the synergy score measuring deviation from expected non-interaction effect. (1) Drug 1: C1=CC(=C2C(=C1NCCNCCO)C(=O)C3=C(C=CC(=C3C2=O)O)O)NCCNCCO. Drug 2: C(=O)(N)NO. Cell line: EKVX. Synergy scores: CSS=28.4, Synergy_ZIP=-2.12, Synergy_Bliss=-0.150, Synergy_Loewe=-34.8, Synergy_HSA=-2.42. (2) Drug 1: CC12CCC3C(C1CCC2O)C(CC4=C3C=CC(=C4)O)CCCCCCCCCS(=O)CCCC(C(F)(F)F)(F)F. Drug 2: CN(CC1=CN=C2C(=N1)C(=NC(=N2)N)N)C3=CC=C(C=C3)C(=O)NC(CCC(=O)O)C(=O)O. Cell line: OVCAR3. Synergy scores: CSS=34.4, Synergy_ZIP=7.75, Synergy_Bliss=10.3, Synergy_Loewe=-50.9, Synergy_HSA=2.02. (3) Drug 1: CC1CCC2CC(C(=CC=CC=CC(CC(C(=O)C(C(C(=CC(C(=O)CC(OC(=O)C3CCCCN3C(=O)C(=O)C1(O2)O)C(C)CC4CCC(C(C4)OC)O)C)C)O)OC)C)C)C)OC. Drug 2: C(CCl)NC(=O)N(CCCl)N=O. Cell line: EKVX. Synergy scores: CSS=6.34, Synergy_ZIP=-2.30, Synergy_Bliss=1.06, Synergy_Loewe=-1.32, Synergy_HSA=0.668. (4) Drug 1: CC1=C2C(C(=O)C3(C(CC4C(C3C(C(C2(C)C)(CC1OC(=O)C(C(C5=CC=CC=C5)NC(=O)OC(C)(C)C)O)O)OC(=O)C6=CC=CC=C6)(CO4)OC(=O)C)OC)C)OC. Drug 2: CC1OCC2C(O1)C(C(C(O2)OC3C4COC(=O)C4C(C5=CC6=C(C=C35)OCO6)C7=CC(=C(C(=C7)OC)O)OC)O)O. Cell line: TK-10. Synergy scores: CSS=51.6, Synergy_ZIP=-1.87, Synergy_Bliss=-2.83, Synergy_Loewe=2.48, Synergy_HSA=3.83. (5) Drug 1: CC1=C(C(CCC1)(C)C)C=CC(=CC=CC(=CC(=O)O)C)C. Drug 2: CCN(CC)CCNC(=O)C1=C(NC(=C1C)C=C2C3=C(C=CC(=C3)F)NC2=O)C. Cell line: MDA-MB-231. Synergy scores: CSS=2.97, Synergy_ZIP=-1.29, Synergy_Bliss=-4.35, Synergy_Loewe=-1.83, Synergy_HSA=-4.03. (6) Drug 1: COC1=C(C=C2C(=C1)N=CN=C2NC3=CC(=C(C=C3)F)Cl)OCCCN4CCOCC4. Drug 2: CN(CC1=CN=C2C(=N1)C(=NC(=N2)N)N)C3=CC=C(C=C3)C(=O)NC(CCC(=O)O)C(=O)O. Cell line: MALME-3M. Synergy scores: CSS=45.6, Synergy_ZIP=1.51, Synergy_Bliss=4.27, Synergy_Loewe=2.44, Synergy_HSA=3.05. (7) Drug 1: C1CC(C1)(C(=O)O)C(=O)O.[NH2-].[NH2-].[Pt+2]. Drug 2: CN1C=C(C=N1)C2=C3N=C(C(=C(N3N=C2)N)Br)C4CCCNC4. Cell line: T-47D. Synergy scores: CSS=9.41, Synergy_ZIP=0.818, Synergy_Bliss=2.64, Synergy_Loewe=-3.20, Synergy_HSA=-3.15. (8) Drug 1: C1=CC(=CC=C1CCC2=CNC3=C2C(=O)NC(=N3)N)C(=O)NC(CCC(=O)O)C(=O)O. Drug 2: CCCS(=O)(=O)NC1=C(C(=C(C=C1)F)C(=O)C2=CNC3=C2C=C(C=N3)C4=CC=C(C=C4)Cl)F. Cell line: PC-3. Synergy scores: CSS=32.8, Synergy_ZIP=5.21, Synergy_Bliss=1.68, Synergy_Loewe=-18.0, Synergy_HSA=0.966. (9) Cell line: UO-31. Synergy scores: CSS=18.3, Synergy_ZIP=-7.54, Synergy_Bliss=-4.80, Synergy_Loewe=-2.07, Synergy_HSA=-1.74. Drug 1: C1=C(C(=O)NC(=O)N1)N(CCCl)CCCl. Drug 2: CC1=C2C(C(=O)C3(C(CC4C(C3C(C(C2(C)C)(CC1OC(=O)C(C(C5=CC=CC=C5)NC(=O)C6=CC=CC=C6)O)O)OC(=O)C7=CC=CC=C7)(CO4)OC(=O)C)O)C)OC(=O)C. (10) Drug 1: CC(C)CN1C=NC2=C1C3=CC=CC=C3N=C2N. Drug 2: COCCOC1=C(C=C2C(=C1)C(=NC=N2)NC3=CC=CC(=C3)C#C)OCCOC.Cl. Cell line: COLO 205. Synergy scores: CSS=11.2, Synergy_ZIP=1.35, Synergy_Bliss=2.14, Synergy_Loewe=7.96, Synergy_HSA=1.01.